Dataset: Forward reaction prediction with 1.9M reactions from USPTO patents (1976-2016). Task: Predict the product of the given reaction. (1) Given the reactants [OH:1][C:2]1[CH:7]=[CH:6][C:5]([C:8](=[C:21]2[CH2:26][C:25]([CH3:28])([CH3:27])[CH2:24][C:23]([CH3:30])([CH3:29])[CH2:22]2)[C:9]2[CH:14]=[CH:13][C:12]([CH2:15][CH2:16][C:17](OC)=[O:18])=[CH:11][CH:10]=2)=[CH:4][CH:3]=1.[H-].[H-].[H-].[H-].[Li+].[Al+3].CCOC(C)=O.Cl, predict the reaction product. The product is: [OH:18][CH2:17][CH2:16][CH2:15][C:12]1[CH:13]=[CH:14][C:9]([C:8](=[C:21]2[CH2:22][C:23]([CH3:30])([CH3:29])[CH2:24][C:25]([CH3:28])([CH3:27])[CH2:26]2)[C:5]2[CH:4]=[CH:3][C:2]([OH:1])=[CH:7][CH:6]=2)=[CH:10][CH:11]=1. (2) The product is: [F:36][C:2]([F:1])([F:35])[C:3]1[CH:34]=[CH:33][C:6]([CH2:7][N:8]2[C:16]3[C:11](=[CH:12][CH:13]=[CH:14][C:15]=3[C:17]([NH:19][C:20]3([C:23]4[CH:24]=[CH:25][C:26]([C:27]([OH:29])=[O:28])=[CH:31][CH:32]=4)[CH2:21][CH2:22]3)=[O:18])[CH:10]=[CH:9]2)=[CH:5][CH:4]=1. Given the reactants [F:1][C:2]([F:36])([F:35])[C:3]1[CH:34]=[CH:33][C:6]([CH2:7][N:8]2[C:16]3[C:11](=[CH:12][CH:13]=[CH:14][C:15]=3[C:17]([NH:19][C:20]3([C:23]4[CH:32]=[CH:31][C:26]([C:27]([O:29]C)=[O:28])=[CH:25][CH:24]=4)[CH2:22][CH2:21]3)=[O:18])[CH:10]=[CH:9]2)=[CH:5][CH:4]=1.O, predict the reaction product. (3) Given the reactants C1(P(C2C=CC=CC=2)C2C=CC=CC=2)C=CC=CC=1.[Cl:20][C:21]1[CH:22]=[C:23]([CH:46]=[CH:47][CH:48]=1)[C:24]([NH:26][C:27]1[C:28]([N:37]2[CH2:42][CH2:41][CH:40]([CH2:43][CH2:44]O)[CH2:39][CH2:38]2)=[N:29][CH:30]=[C:31]([S:33]([CH3:36])(=[O:35])=[O:34])[CH:32]=1)=[O:25].C(Br)(Br)(Br)[Br:50], predict the reaction product. The product is: [Br:50][CH2:44][CH2:43][CH:40]1[CH2:41][CH2:42][N:37]([C:28]2[C:27]([NH:26][C:24](=[O:25])[C:23]3[CH:46]=[CH:47][CH:48]=[C:21]([Cl:20])[CH:22]=3)=[CH:32][C:31]([S:33]([CH3:36])(=[O:35])=[O:34])=[CH:30][N:29]=2)[CH2:38][CH2:39]1. (4) Given the reactants [O:1]1[C:5]2[CH:6]=[CH:7][C:8]([C:10]3([CH:16]=O)[CH2:15][CH2:14][CH2:13][CH2:12][CH2:11]3)=[CH:9][C:4]=2[O:3][CH2:2]1.[CH3:18][NH:19][CH3:20], predict the reaction product. The product is: [O:1]1[C:5]2[CH:6]=[CH:7][C:8]([C:10]3([CH2:16][N:19]([CH3:20])[CH3:18])[CH2:15][CH2:14][CH2:13][CH2:12][CH2:11]3)=[CH:9][C:4]=2[O:3][CH2:2]1. (5) Given the reactants [CH3:1][CH:2]1[C:7]([CH:9]=[O:10])([CH3:8])[CH2:6][CH2:5][CH:4]=[CH:3]1.[CH3:11][O:12][C:13](=[O:21])[CH:14]([CH2:19][OH:20])[NH:15][CH:16]([CH3:18])[CH3:17].ClC1C=CC=C(Cl)C=1C(O)=O.O, predict the reaction product. The product is: [CH3:1][CH:2]1[C:7]([CH:9]=[O:10])([CH3:8])[CH2:6][CH2:5][CH:4]=[CH:3]1.[O:12]1[CH2:13][CH2:14][NH:15][CH2:16]1.[CH3:11][O:12][C:13](=[O:21])[CH:14]([CH2:19][OH:20])[NH:15][CH:16]([CH3:18])[CH3:17]. (6) Given the reactants [NH2:1][C:2]1[CH:20]=[CH:19][C:5]2[CH2:6][CH2:7][N:8]([C:11]([CH:13]3[CH2:18][O:17][CH2:16][CH2:15][O:14]3)=[O:12])[CH2:9][CH2:10][C:4]=2[CH:3]=1.O1CCOCC1C=O.Cl[C:30]1[N:35]=[C:34]([NH:36][C:37]2[C:46]([F:47])=[CH:45][CH:44]=[CH:43][C:38]=2[C:39]([NH:41][CH3:42])=[O:40])[C:33]([Cl:48])=[CH:32][N:31]=1, predict the reaction product. The product is: [Cl:48][C:33]1[C:34]([NH:36][C:37]2[C:46]([F:47])=[CH:45][CH:44]=[CH:43][C:38]=2[C:39]([NH:41][CH3:42])=[O:40])=[N:35][C:30]([NH:1][C:2]2[CH:20]=[CH:19][C:5]3[CH2:6][CH2:7][N:8]([C:11]([CH:13]4[CH2:18][O:17][CH2:16][CH2:15][O:14]4)=[O:12])[CH2:9][CH2:10][C:4]=3[CH:3]=2)=[N:31][CH:32]=1. (7) Given the reactants [Cl:1][C:2]1[N:7]=[C:6]([N:8]2[CH2:13][CH2:12][O:11][CH2:10][C@H:9]2[CH3:14])[CH:5]=[C:4]([CH2:15][S:16][CH3:17])[N:3]=1.C1C=C(Cl)C=C(C(OO)=[O:26])C=1, predict the reaction product. The product is: [Cl:1][C:2]1[N:7]=[C:6]([N:8]2[CH2:13][CH2:12][O:11][CH2:10][C@H:9]2[CH3:14])[CH:5]=[C:4]([CH2:15][S@@:16]([CH3:17])=[O:26])[N:3]=1.